Task: Regression. Given a peptide amino acid sequence and an MHC pseudo amino acid sequence, predict their binding affinity value. This is MHC class II binding data.. Dataset: Peptide-MHC class II binding affinity with 134,281 pairs from IEDB (1) The peptide sequence is VCGERGFFYTPKT. The MHC is DRB1_0802 with pseudo-sequence DRB1_0802. The binding affinity (normalized) is 0.244. (2) The peptide sequence is AITAMSEAQKAAKPA. The MHC is HLA-DPA10103-DPB10301 with pseudo-sequence HLA-DPA10103-DPB10301. The binding affinity (normalized) is 0.372. (3) The peptide sequence is AAQRRGRIGRNPSQV. The MHC is DRB1_0401 with pseudo-sequence DRB1_0401. The binding affinity (normalized) is 0.115. (4) The peptide sequence is ETIVENLLANVYHQI. The MHC is DRB1_1501 with pseudo-sequence DRB1_1501. The binding affinity (normalized) is 0.318. (5) The peptide sequence is HGSEEWEPLTKKGNVWEVKS. The MHC is HLA-DQA10501-DQB10201 with pseudo-sequence HLA-DQA10501-DQB10201. The binding affinity (normalized) is 0.109. (6) The peptide sequence is PGLIIGALAGST. The MHC is DRB1_1101 with pseudo-sequence DRB1_1101. The binding affinity (normalized) is 0. (7) The peptide sequence is YASGKVWGQKYFKGN. The MHC is DRB1_1201 with pseudo-sequence DRB1_1201. The binding affinity (normalized) is 0.235. (8) The peptide sequence is CSNLSTCVLGKLSQE. The MHC is DRB1_1101 with pseudo-sequence DRB1_1101. The binding affinity (normalized) is 0.279. (9) The peptide sequence is PDAEKIVAAVIEKKL. The MHC is HLA-DQA10301-DQB10302 with pseudo-sequence HLA-DQA10301-DQB10302. The binding affinity (normalized) is 0.493. (10) The binding affinity (normalized) is 0.664. The peptide sequence is PSVIPAARLFKAFIL. The MHC is DRB1_0901 with pseudo-sequence DRB1_0901.